The task is: Predict the reactants needed to synthesize the given product.. This data is from Full USPTO retrosynthesis dataset with 1.9M reactions from patents (1976-2016). (1) The reactants are: [NH:1]1[C:9]2[C:4](=[CH:5][CH:6]=[CH:7][CH:8]=2)[CH:3]=[CH:2]1.[H-].[Na+].Cl[C:13]1[C:14]2[N:28]([CH3:29])[N:27]=[C:26]([CH2:30][CH2:31][CH3:32])[C:15]=2[N:16]=[C:17]([C:19]2[CH:24]=[CH:23][C:22]([F:25])=[CH:21][CH:20]=2)[N:18]=1. Given the product [F:25][C:22]1[CH:21]=[CH:20][C:19]([C:17]2[N:18]=[C:13]([N:1]3[C:9]4[C:4](=[CH:5][CH:6]=[CH:7][CH:8]=4)[CH:3]=[CH:2]3)[C:14]3[N:28]([CH3:29])[N:27]=[C:26]([CH2:30][CH2:31][CH3:32])[C:15]=3[N:16]=2)=[CH:24][CH:23]=1, predict the reactants needed to synthesize it. (2) Given the product [CH2:2]([C:1]1[N:15]([CH2:11][CH2:9][CH3:10])[N:14]=[C:13]([C:16]([O:18][CH2:19][CH3:20])=[O:17])[CH:12]=1)[CH3:3], predict the reactants needed to synthesize it. The reactants are: [CH2:1](I)[CH2:2][CH3:3].[O-]CC.[Na+].[CH2:9]([C:11]1[NH:15][N:14]=[C:13]([C:16]([O:18][CH2:19][CH3:20])=[O:17])[CH:12]=1)[CH3:10]. (3) Given the product [CH2:23]([O:27][CH2:28][CH2:29][O:30][C:31]1[CH:32]=[CH:33][C:34]([C:2]2[CH:3]=[CH:4][C:5]3[N:13]([CH2:14][CH:15]([CH3:17])[CH3:16])[CH2:12][CH2:11][CH2:10][CH2:9][C:8]([C:18]([O:20][CH3:21])=[O:19])=[CH:7][C:6]=3[CH:22]=2)=[CH:35][CH:36]=1)[CH2:24][CH2:25][CH3:26], predict the reactants needed to synthesize it. The reactants are: Br[C:2]1[CH:3]=[CH:4][C:5]2[N:13]([CH2:14][CH:15]([CH3:17])[CH3:16])[CH2:12][CH2:11][CH2:10][CH2:9][C:8]([C:18]([O:20][CH3:21])=[O:19])=[CH:7][C:6]=2[CH:22]=1.[CH2:23]([O:27][CH2:28][CH2:29][O:30][C:31]1[CH:36]=[CH:35][C:34](OB(O)O)=[CH:33][CH:32]=1)[CH2:24][CH2:25][CH3:26].C(=O)([O-])[O-].[K+].[K+]. (4) Given the product [Br:7][C:5]1[N:6]=[C:2]([C:12]2[CH:13]=[CH:14][C:9]([OH:8])=[CH:10][CH:11]=2)[S:3][CH:4]=1, predict the reactants needed to synthesize it. The reactants are: Br[C:2]1[S:3][CH:4]=[C:5]([Br:7])[N:6]=1.[OH:8][C:9]1[CH:14]=[CH:13][C:12](B(O)O)=[CH:11][CH:10]=1.P([O-])([O-])([O-])=O.[K+].[K+].[K+].